From a dataset of Forward reaction prediction with 1.9M reactions from USPTO patents (1976-2016). Predict the product of the given reaction. (1) The product is: [Si:20]([O:19][C:10]1[CH:9]=[CH:8][C:7]2[C:6]([CH3:27])([CH3:28])[N:5]3[C:3](=[O:4])[CH2:2][N:32]([CH2:29][CH2:30][CH3:31])[C:15](=[O:16])[CH:14]3[CH2:13][C:12]=2[CH:11]=1)([C:23]([CH3:26])([CH3:25])[CH3:24])([CH3:22])[CH3:21]. Given the reactants Br[CH2:2][C:3]([N:5]1[CH:14]([C:15](OC)=[O:16])[CH2:13][C:12]2[C:7](=[CH:8][CH:9]=[C:10]([O:19][Si:20]([C:23]([CH3:26])([CH3:25])[CH3:24])([CH3:22])[CH3:21])[CH:11]=2)[C:6]1([CH3:28])[CH3:27])=[O:4].[CH2:29]([NH2:32])[CH2:30][CH3:31].C([O-])([O-])=O.[K+].[K+], predict the reaction product. (2) The product is: [OH:18][C:17]1[C:16]2[C:11](=[CH:12][C:13]([O:19][C:20]3[CH:21]=[CH:22][CH:23]=[CH:24][CH:25]=3)=[CH:14][CH:15]=2)[C:10]([CH3:26])=[N:9][C:8]=1[C:6]([NH:27][C@@H:28]([CH3:29])[C:30]([OH:32])=[O:31])=[O:7]. Given the reactants C(O[C:6]([C:8]1[N:9]=[C:10]([CH3:26])[C:11]2[C:16]([C:17]=1[OH:18])=[CH:15][CH:14]=[C:13]([O:19][C:20]1[CH:25]=[CH:24][CH:23]=[CH:22][CH:21]=1)[CH:12]=2)=[O:7])CCC.[NH2:27][C@H:28]([C:30]([OH:32])=[O:31])[CH3:29].CO[Na].CO, predict the reaction product. (3) Given the reactants Br[C:2]1[CH:3]=[CH:4][C:5]([O:10][CH3:11])=[C:6]([CH:9]=1)[CH:7]=[O:8].[S:12]1[CH:16]=[CH:15][CH:14]=[C:13]1B(O)O.C(COC)OC.C([O-])([O-])=O.[Na+].[Na+], predict the reaction product. The product is: [CH3:11][O:10][C:5]1[CH:4]=[CH:3][C:2]([C:13]2[S:12][CH:16]=[CH:15][CH:14]=2)=[CH:9][C:6]=1[CH:7]=[O:8].